This data is from Experimentally validated miRNA-target interactions with 360,000+ pairs, plus equal number of negative samples. The task is: Binary Classification. Given a miRNA mature sequence and a target amino acid sequence, predict their likelihood of interaction. (1) The miRNA is hsa-miR-6824-3p with sequence UCUCUGGUCUUGCCACCCCAG. The protein sequence of the target gene is MPRYTVHVRGEWLAVPCQDAQLTVGWLGREAVRRYIKNKPDNGGFTSVDDAHFLVRRCKGLGLLDNEDRLEVALENNEFVEVVIEGDAMSPDFIPSQPEGVYLYSKYREPEKYIELDGDRLTTEDLVNLGKGRYKIKLTPTAEKRVQKSREVIDSIIKEKTVVYGITTGFGKFARTVIPINKLQELQVNLVRSHSSGVGKPLSPERCRMLLALRINVLAKGYSGISLETLKQVIEMFNASCLPYVPEKGTVGASGDLAPLSHLALGLVGEGKMWSPKSGWADAKYVLEAHGLKPVILKPK.... Result: 0 (no interaction). (2) The miRNA is hsa-miR-323a-5p with sequence AGGUGGUCCGUGGCGCGUUCGC. The protein sequence of the target gene is MDGGDDGNLIIKKRFVSEAELDERRKRRQEEWEKVRKPEDPEECPEEVYDPRSLYERLQEQKDRKQQEYEEQFKFKNMVRGLDEDETNFLDEVSRQQELIEKQRREEELKELKEYRNNLKKVGISQENKKEVEKKLTVKPIETKNKFSQAKLLAGAVKHKSSESGNSVKRLKPDPEPDDKNQEPSSCKSLGNTSLSGPSIHCPSAAVCIGILPGLGAYSGSSDSESSSDSEGTINATGKIVSSIFRTNTFLEAP. Result: 0 (no interaction). (3) The miRNA is hsa-miR-629-3p with sequence GUUCUCCCAACGUAAGCCCAGC. The protein sequence of the target gene is MATAVEPEDQDLWEEEGILMVKLEDDFTCRPESVLQRDDPVLETSHQNFRRFRYQEAASPREALIRLRELCHQWLRPERRTKEQILELLVLEQFLTVLPGELQSWVRGQRPESGEEAVTLVEGLQKQPRRPRRWVTVHVHGQEVLSEETVHLGVEPESPNELQDPVQSSTPEQSPEETTQSPDLGAPAEQRPHQEEELQTLQESEVPVPEDPDLPAERSSGDSEMVALLTALSQGLVTFKDVAVCFSQDQWSDLDPTQKEFYGEYVLEEDCGIVVSLSFPIPRPDEISQVREEEPWVPDI.... Result: 1 (interaction). (4) The miRNA is rno-miR-24-3p with sequence UGGCUCAGUUCAGCAGGAACAG. The protein sequence of the target gene is MAVPTNSCLLVCLLTLTVLQLPTLDSAAPFDVTAPQEPVLALVGSDAELTCGFSPNASSEYMELLWFRQTRSTAVLLYRDGQEQEGQQMTEYRGRATLATAGLLDGRATLLIRDVRVSDQGEYRCLFKDNDDFEEAAVYLKVAAVGSDPQISMTVQENGEMELECTSSGWYPEPQVQWRTGNREMLPSTSESKKHNEEGLFTVAVSMMIRDSSIKNMSCCIQNILLGQGKEVEISLPAPFVPRLTPWIVAVAIILLALGFLTIGSIFFTWKLYKERSSLRKKEFGSKERLLEELRCKKTV.... Result: 0 (no interaction).